This data is from Full USPTO retrosynthesis dataset with 1.9M reactions from patents (1976-2016). The task is: Predict the reactants needed to synthesize the given product. (1) Given the product [Cl:16][CH2:15][CH2:14][O:13][C:8]1[CH:9]=[CH:10][CH:11]=[C:12]2[C:7]=1[CH:6]=[N:5][NH:4]2, predict the reactants needed to synthesize it. The reactants are: C([N:4]1[C:12]2[C:7](=[C:8]([O:13][CH2:14][CH2:15][Cl:16])[CH:9]=[CH:10][CH:11]=2)[CH:6]=[N:5]1)(=O)C.Cl. (2) Given the product [C:1]([O:5][C:6]([N:8]1[CH:15]2[CH:11]([C:12]([C:16]#[C:17][C:9]3[CH:10]=[CH:11][CH:12]=[C:18]([CH3:19])[N:8]=3)=[N:13][O:14]2)[CH2:10][CH2:9]1)=[O:7])([CH3:4])([CH3:3])[CH3:2], predict the reactants needed to synthesize it. The reactants are: [C:1]([O:5][C:6]([N:8]1[CH:15]2[CH:11]([C:12]([C:16]#[CH:17])=[N:13][O:14]2)[CH2:10][CH2:9]1)=[O:7])([CH3:4])([CH3:3])[CH3:2].[C:18]([O-])(=O)[CH3:19].[Na+].O. (3) Given the product [F:32][C:26]1[CH:27]=[CH:28][CH:29]=[C:30]([F:31])[C:25]=1[C:24]([NH:23][C:21]1[CH:22]=[C:17]([C:9]2[C:8]([C:6]3[CH:5]=[CH:4][N:3]=[C:2]([NH:35][C:36]4[CH:45]=[C:44]5[C:39]([CH2:40][CH2:41][N:42]([C:46](=[O:51])[C:47]([F:50])([F:48])[F:49])[CH2:43]5)=[CH:38][CH:37]=4)[N:7]=3)=[C:12]3[CH:13]=[CH:14][CH:15]=[CH:16][N:11]3[N:10]=2)[CH:18]=[CH:19][C:20]=1[F:34])=[O:33], predict the reactants needed to synthesize it. The reactants are: Cl[C:2]1[N:7]=[C:6]([C:8]2[C:9]([C:17]3[CH:18]=[CH:19][C:20]([F:34])=[C:21]([NH:23][C:24](=[O:33])[C:25]4[C:30]([F:31])=[CH:29][CH:28]=[CH:27][C:26]=4[F:32])[CH:22]=3)=[N:10][N:11]3[CH:16]=[CH:15][CH:14]=[CH:13][C:12]=23)[CH:5]=[CH:4][N:3]=1.[NH2:35][C:36]1[CH:45]=[C:44]2[CH:39]([CH2:40][CH2:41][N:42]([C:46](=[O:51])[C:47]([F:50])([F:49])[F:48])[CH2:43]2)[CH2:38][CH:37]=1.Cl. (4) The reactants are: [CH2:1]([O:8][C:9]([N:11]([CH3:29])[CH2:12][CH2:13][CH2:14][N:15]([CH3:28])[C:16]([C:18]1[N:23]=[CH:22][C:21]([C:24]([O:26]C)=[O:25])=[CH:20][CH:19]=1)=[O:17])=[O:10])[C:2]1[CH:7]=[CH:6][CH:5]=[CH:4][CH:3]=1.[OH-].[Na+]. Given the product [CH2:1]([O:8][C:9]([N:11]([CH3:29])[CH2:12][CH2:13][CH2:14][N:15]([CH3:28])[C:16]([C:18]1[N:23]=[CH:22][C:21]([C:24]([OH:26])=[O:25])=[CH:20][CH:19]=1)=[O:17])=[O:10])[C:2]1[CH:3]=[CH:4][CH:5]=[CH:6][CH:7]=1, predict the reactants needed to synthesize it. (5) Given the product [CH3:1][O:2][C:3](=[O:34])[CH2:4][C:5]1[CH:6]=[C:7]([C:13]2[CH:18]=[CH:17][C:16]([C:19]([F:22])([F:20])[F:21])=[CH:15][C:14]=2[CH2:23][N:24]([CH:25]2[CH2:33][C:32]3[C:27](=[CH:28][CH:29]=[CH:30][CH:31]=3)[CH2:26]2)[C:36]([O:38][CH3:39])=[O:37])[C:8]([O:11][CH3:12])=[CH:9][CH:10]=1, predict the reactants needed to synthesize it. The reactants are: [CH3:1][O:2][C:3](=[O:34])[CH2:4][C:5]1[CH:6]=[C:7]([C:13]2[CH:18]=[CH:17][C:16]([C:19]([F:22])([F:21])[F:20])=[CH:15][C:14]=2[CH2:23][NH:24][CH:25]2[CH2:33][C:32]3[C:27](=[CH:28][CH:29]=[CH:30][CH:31]=3)[CH2:26]2)[C:8]([O:11][CH3:12])=[CH:9][CH:10]=1.Cl[C:36]([O:38][CH3:39])=[O:37]. (6) Given the product [CH3:1][O:2][C:3]([C:5]1[CH:10]=[C:9]([CH3:11])[N:8]([CH3:13])[C:7](=[O:12])[CH:6]=1)=[O:4], predict the reactants needed to synthesize it. The reactants are: [CH3:1][O:2][C:3]([C:5]1[CH:10]=[C:9]([CH3:11])[NH:8][C:7](=[O:12])[CH:6]=1)=[O:4].[CH3:13]OC(OC)N(C)C. (7) Given the product [C:1]([C:3]([NH:6][C:7]([CH:9]([NH:14][C:15](=[O:24])[C:16]1[CH:21]=[CH:20][C:19]([CH2:22][N:25]2[CH:29]=[CH:28][N:27]=[CH:26]2)=[CH:18][CH:17]=1)[CH2:10][CH:11]([CH3:13])[CH3:12])=[O:8])([CH3:5])[CH3:4])#[N:2], predict the reactants needed to synthesize it. The reactants are: [C:1]([C:3]([NH:6][C:7]([CH:9]([NH:14][C:15](=[O:24])[C:16]1[CH:21]=[CH:20][C:19]([CH2:22]Br)=[CH:18][CH:17]=1)[CH2:10][CH:11]([CH3:13])[CH3:12])=[O:8])([CH3:5])[CH3:4])#[N:2].[NH:25]1[CH:29]=[CH:28][N:27]=[CH:26]1.[Na].